This data is from HIV replication inhibition screening data with 41,000+ compounds from the AIDS Antiviral Screen. The task is: Binary Classification. Given a drug SMILES string, predict its activity (active/inactive) in a high-throughput screening assay against a specified biological target. (1) The result is 0 (inactive). The molecule is COc1cc(O)c2c(c1)C(O)C(O)CC1OC1C(=O)C=CCC(C)OC2=O. (2) The molecule is Nc1nc2cc3nc(N)c(N)nc3cc2nc1N. The result is 0 (inactive).